From a dataset of Forward reaction prediction with 1.9M reactions from USPTO patents (1976-2016). Predict the product of the given reaction. (1) The product is: [CH2:1]([O:8][C:9]([C:11]1([N:16]([S:17]([C:20]2[CH:21]=[CH:22][C:23]([C:26]3[CH:31]=[CH:30][C:29]([F:32])=[CH:28][CH:27]=3)=[CH:24][CH:25]=2)(=[O:19])=[O:18])[CH2:33][CH2:34][CH2:35][OH:36])[CH2:15][CH2:14][CH2:13][CH2:12]1)=[O:10])[C:2]1[CH:3]=[CH:4][CH:5]=[CH:6][CH:7]=1. Given the reactants [CH2:1]([O:8][C:9]([C:11]1([N:16]([CH2:33][CH2:34][CH2:35][O:36][Si](C(C)(C)C)(C)C)[S:17]([C:20]2[CH:25]=[CH:24][C:23]([C:26]3[CH:31]=[CH:30][C:29]([F:32])=[CH:28][CH:27]=3)=[CH:22][CH:21]=2)(=[O:19])=[O:18])[CH2:15][CH2:14][CH2:13][CH2:12]1)=[O:10])[C:2]1[CH:7]=[CH:6][CH:5]=[CH:4][CH:3]=1.B(F)(F)F.CCOCC, predict the reaction product. (2) Given the reactants [CH2:1]([C:5]1[N:6]=[C:7]([CH3:27])[NH:8][C:9](=[O:26])[C:10]=1[CH2:11][C:12]1[CH:17]=[CH:16][C:15]([C:18]2[C:19]([C:24]#[N:25])=[CH:20][CH:21]=[CH:22][CH:23]=2)=[CH:14][CH:13]=1)[CH2:2][CH2:3][CH3:4].Br[CH2:29][CH:30]1[CH2:32][CH2:31]1.[H-].[Na+].C(OCC)(=O)C, predict the reaction product. The product is: [CH2:1]([C:5]1[N:6]=[C:7]([CH3:27])[N:8]([CH2:29][CH:30]2[CH2:32][CH2:31]2)[C:9](=[O:26])[C:10]=1[CH2:11][C:12]1[CH:17]=[CH:16][C:15]([C:18]2[C:19]([C:24]#[N:25])=[CH:20][CH:21]=[CH:22][CH:23]=2)=[CH:14][CH:13]=1)[CH2:2][CH2:3][CH3:4].